This data is from Full USPTO retrosynthesis dataset with 1.9M reactions from patents (1976-2016). The task is: Predict the reactants needed to synthesize the given product. Given the product [Br:16][CH2:1][C:2]1[C:7]([Cl:8])=[CH:6][CH:5]=[CH:4][C:3]=1[N:9]1[C:13](=[O:14])[N:12]([CH3:15])[N:11]=[N:10]1, predict the reactants needed to synthesize it. The reactants are: [CH3:1][C:2]1[C:7]([Cl:8])=[CH:6][CH:5]=[CH:4][C:3]=1[N:9]1[C:13](=[O:14])[N:12]([CH3:15])[N:11]=[N:10]1.[Br:16]N1C(=O)CCC1=O.ClC1C=CC=CC=1.